From a dataset of Reaction yield outcomes from USPTO patents with 853,638 reactions. Predict the reaction yield, written as a fraction of the theoretical maximum amount of product (1.0 means a 100% yield; for example, 0.34 means a 34% yield). (1) The reactants are [Cl-].O[NH3+:3].[C:4](=[O:7])([O-])[OH:5].[Na+].CS(C)=O.[O:13]1[C:17]([C@H:18]2[CH2:23][CH2:22][C@H:21]([N:24]3[C:29](=[O:30])[C:28]([CH2:31][C:32]4[CH:37]=[CH:36][C:35]([C:38]5[C:39]([C:44]#[N:45])=[CH:40][CH:41]=[CH:42][CH:43]=5)=[CH:34][CH:33]=4)=[C:27]([CH2:46][CH2:47][CH3:48])[N:26]4[N:49]=[CH:50][N:51]=[C:25]34)[CH2:20][CH2:19]2)=[CH:16][N:15]=[CH:14]1. The catalyst is C(OCC)(=O)C. The product is [O:13]1[C:17]([C@H:18]2[CH2:23][CH2:22][C@H:21]([N:24]3[C:29](=[O:30])[C:28]([CH2:31][C:32]4[CH:37]=[CH:36][C:35]([C:38]5[CH:43]=[CH:42][CH:41]=[CH:40][C:39]=5[C:44]5[NH:3][C:4](=[O:7])[O:5][N:45]=5)=[CH:34][CH:33]=4)=[C:27]([CH2:46][CH2:47][CH3:48])[N:26]4[N:49]=[CH:50][N:51]=[C:25]34)[CH2:20][CH2:19]2)=[CH:16][N:15]=[CH:14]1. The yield is 0.290. (2) The reactants are [NH:1]1[CH:5]=[C:4]([C:6]2[C:7]([C:12]3[CH:17]=[CH:16][CH:15]=[CH:14][CH:13]=3)=[N:8][O:9][C:10]=2[CH3:11])[N:3]=[CH:2]1.[CH2:18]([C:21]1[CH:26]=[CH:25][C:24](B(O)O)=[CH:23][CH:22]=1)[CH2:19][CH3:20]. No catalyst specified. The product is [CH3:11][C:10]1[O:9][N:8]=[C:7]([C:12]2[CH:13]=[CH:14][CH:15]=[CH:16][CH:17]=2)[C:6]=1[C:4]1[N:3]=[CH:2][N:1]([C:24]2[CH:25]=[CH:26][C:21]([CH2:18][CH2:19][CH3:20])=[CH:22][CH:23]=2)[CH:5]=1. The yield is 0.300. (3) The yield is 0.400. The reactants are [Cl:1][C:2]1[CH:7]=[CH:6][C:5]([C@@:8]23[O:15][C@@:12]([CH2:16][OH:17])([CH2:13][O:14]2)[C@@H:11]([OH:18])[C@H:10]([OH:19])[C@H:9]3[OH:20])=[CH:4][C:3]=1[CH2:21][C:22]1[CH:27]=[CH:26][C:25]([O:28][CH2:29][CH3:30])=[CH:24][CH:23]=1.[CH2:31]([O:33][C:34](Cl)=[O:35])[CH3:32]. The catalyst is N1C(C)=CC(C)=CC=1C. The product is [CH2:31]([O:33][C:34](=[O:35])[O:17][CH2:16][C@:12]12[O:15][C@:8]([C:5]3[CH:6]=[CH:7][C:2]([Cl:1])=[C:3]([CH2:21][C:22]4[CH:23]=[CH:24][C:25]([O:28][CH2:29][CH3:30])=[CH:26][CH:27]=4)[CH:4]=3)([O:14][CH2:13]1)[C@H:9]([OH:20])[C@@H:10]([OH:19])[C@@H:11]2[OH:18])[CH3:32]. (4) The reactants are [NH2:1][C:2]1[C:11]2[C:6](=[CH:7][C:8]([CH2:12][N:13]3[CH2:18][C@H:17]([CH3:19])[NH:16][C@@H:15]([CH3:20])[C:14]3=[O:21])=[CH:9][CH:10]=2)[N:5]=[CH:4][N:3]=1.CN(C(ON1N=NC2C=CC=CC1=2)=[N+](C)C)C.[B-](F)(F)(F)F.C(N(CC)CC)C.[Cl:51][C:52]1[S:56][C:55]([CH:57]=[CH:58][C:59](O)=[O:60])=[CH:54][CH:53]=1. The catalyst is CN(C=O)C. The product is [NH2:1][C:2]1[C:11]2[C:6](=[CH:7][C:8]([CH2:12][N:13]3[CH2:18][C@H:17]([CH3:19])[N:16]([C:59](=[O:60])[CH:58]=[CH:57][C:55]4[S:56][C:52]([Cl:51])=[CH:53][CH:54]=4)[C@@H:15]([CH3:20])[C:14]3=[O:21])=[CH:9][CH:10]=2)[N:5]=[CH:4][N:3]=1. The yield is 0.360. (5) The reactants are [CH:1]1([CH2:4][O:5][C:6]2[CH:7]=[C:8]([CH:12]=[CH:13][C:14]=2[N:15]([CH2:20][CH2:21][N:22]2[CH2:27][CH2:26][N:25]([CH3:28])[CH2:24][CH2:23]2)[S:16]([CH3:19])(=[O:18])=[O:17])[C:9]([O-:11])=[O:10])[CH2:3][CH2:2]1.[Li+].C(Cl)CCl.O[CH2:35][C:36]([O:38][CH2:39][C:40]1[CH:45]=[CH:44][CH:43]=[CH:42][CH:41]=1)=[O:37]. The catalyst is C(Cl)Cl.CN(C1C=CN=CC=1)C. The product is [CH:1]1([CH2:4][O:5][C:6]2[CH:7]=[C:8]([CH:12]=[CH:13][C:14]=2[N:15]([CH2:20][CH2:21][N:22]2[CH2:23][CH2:24][N:25]([CH3:28])[CH2:26][CH2:27]2)[S:16]([CH3:19])(=[O:17])=[O:18])[C:9]([O:11][CH2:35][C:36]([O:38][CH2:39][C:40]2[CH:45]=[CH:44][CH:43]=[CH:42][CH:41]=2)=[O:37])=[O:10])[CH2:3][CH2:2]1. The yield is 0.760.